From a dataset of Reaction yield outcomes from USPTO patents with 853,638 reactions. Predict the reaction yield, written as a fraction of the theoretical maximum amount of product (1.0 means a 100% yield; for example, 0.34 means a 34% yield). (1) The reactants are [CH3:1][N:2]1[CH:6]=[C:5](B2OC(C)(C)C(C)(C)O2)[CH:4]=[N:3]1.Br[C:17]1[CH:18]=[C:19]([CH:21]=[CH:22][CH:23]=1)[NH2:20].[O-]P([O-])([O-])=O.[K+].[K+].[K+].C1(P(C2CCCCC2)C2CCCCC2)CCCCC1. The catalyst is O1CCOCC1.C1C=CC(/C=C/C(/C=C/C2C=CC=CC=2)=O)=CC=1.C1C=CC(/C=C/C(/C=C/C2C=CC=CC=2)=O)=CC=1.C1C=CC(/C=C/C(/C=C/C2C=CC=CC=2)=O)=CC=1.[Pd].[Pd]. The product is [CH3:1][N:2]1[CH:6]=[C:5]([C:17]2[CH:18]=[C:19]([NH2:20])[CH:21]=[CH:22][CH:23]=2)[CH:4]=[N:3]1. The yield is 0.940. (2) The reactants are O[CH2:2][C@H:3]([NH:7][C:8]([C:10]1[NH:11][C:12]([C:15]2[CH:20]=[C:19]([O:21][Si:22]([CH:29]([CH3:31])[CH3:30])([CH:26]([CH3:28])[CH3:27])[CH:23]([CH3:25])[CH3:24])[CH:18]=[C:17]([O:32][C@@H:33]([CH3:37])[CH2:34][O:35][CH3:36])[CH:16]=2)=[CH:13][CH:14]=1)=[O:9])[C@@H:4]([OH:6])[CH3:5].CS(O)(=O)=O.C(N(CC)CC)C.[Cl-].[NH4+]. The catalyst is O1CCCC1. The product is [CH3:36][O:35][CH2:34][C@@H:33]([O:32][C:17]1[CH:16]=[C:15]([C:12]2[NH:11][C:10]([C:8]3[O:9][CH2:2][C@@H:3]([C@@H:4]([OH:6])[CH3:5])[N:7]=3)=[CH:14][CH:13]=2)[CH:20]=[C:19]([O:21][Si:22]([CH:29]([CH3:30])[CH3:31])([CH:26]([CH3:27])[CH3:28])[CH:23]([CH3:24])[CH3:25])[CH:18]=1)[CH3:37]. The yield is 0.520. (3) The reactants are C(N(CC)CC)C.Cl.[O:9]=[C:10]1[CH:15]([N:16]2[C:24](=[O:25])[C:23]3[C:18](=[CH:19][CH:20]=[CH:21][C:22]=3[CH2:26][NH:27][CH3:28])[C:17]2=[O:29])[CH2:14][CH2:13][C:12](=[O:30])[NH:11]1.[C:31]1([N:37]=[C:38]=[O:39])[CH:36]=[CH:35][CH:34]=[CH:33][CH:32]=1. The catalyst is C1COCC1. The product is [O:9]=[C:10]1[CH:15]([N:16]2[C:24](=[O:25])[C:23]3[C:18](=[CH:19][CH:20]=[CH:21][C:22]=3[CH2:26][N:27]([CH3:28])[C:38]([NH:37][C:31]3[CH:36]=[CH:35][CH:34]=[CH:33][CH:32]=3)=[O:39])[C:17]2=[O:29])[CH2:14][CH2:13][C:12](=[O:30])[NH:11]1. The yield is 0.790. (4) The reactants are [CH2:1]([O:3][C:4]1[CH:9]=[CH:8][N:7]=[C:6]([C:10]2[C:14]3[C:15]([NH:19][CH:20]4[CH2:25][CH2:24][O:23][CH2:22][CH2:21]4)=[N:16][CH:17]=[CH:18][C:13]=3[N:12](CC3C=CC(OC)=CC=3)[N:11]=2)[CH:5]=1)[CH3:2].ClC1C=CN=C(C2C3C(NC4CCOCC4)=NC=CC=3N(CC3C=CC(OC)=CC=3)N=2)C=1.C([O-])C.[Na+]. The catalyst is C1COCC1. The product is [CH2:1]([O:3][C:4]1[CH:9]=[CH:8][N:7]=[C:6]([C:10]2[C:14]3[C:15]([NH:19][CH:20]4[CH2:25][CH2:24][O:23][CH2:22][CH2:21]4)=[N:16][CH:17]=[CH:18][C:13]=3[NH:12][N:11]=2)[CH:5]=1)[CH3:2]. The yield is 0.780. (5) The reactants are [C:1]1([C:7]#[C:8][CH2:9][OH:10])[CH:6]=[CH:5][CH:4]=[CH:3][CH:2]=1.[F:11][C:12]1[CH:17]=[CH:16][C:15]([SH:18])=[CH:14][CH:13]=1.C1(CC(SC2C=CC=CC=2)C(=O)C)C=CC=CC=1. The catalyst is ClCCCl. The product is [F:11][C:12]1[CH:17]=[CH:16][C:15]([S:18][CH:8]([CH2:7][C:1]2[CH:6]=[CH:5][CH:4]=[CH:3][CH:2]=2)[CH:9]=[O:10])=[CH:14][CH:13]=1. The yield is 0.480. (6) The reactants are C1(N2C=C(Cl)C(Cl)[C:9](=[O:15])N2)C=CC=CC=1.[C:16]1([N:22]2[C:27](=[O:28])[C:26]([Cl:29])=[C:25](Cl)[CH:24]=[N:23]2)[CH:21]=[CH:20][CH:19]=[CH:18][CH:17]=1.C([O-])([O-])=O.[K+].[K+]. The catalyst is CO. The product is [C:16]1([N:22]2[C:27](=[O:28])[C:26]([Cl:29])=[C:25]([O:15][CH3:9])[CH:24]=[N:23]2)[CH:21]=[CH:20][CH:19]=[CH:18][CH:17]=1. The yield is 0.950. (7) The product is [ClH:27].[N:16]1([C:13]2[CH:14]=[CH:15][C:10]([NH:8][NH2:9])=[CH:11][CH:12]=2)[CH:17]=[CH:18][CH:19]=[CH:20]1. The catalyst is C(Cl)Cl. The reactants are C(OC([N:8]([C:10]1[CH:15]=[CH:14][C:13]([N:16]2[CH:20]=[CH:19][CH:18]=[CH:17]2)=[CH:12][CH:11]=1)[NH2:9])=O)(C)(C)C.O1CCOCC1.[ClH:27]. The yield is 0.950.